The task is: Predict the product of the given reaction.. This data is from Forward reaction prediction with 1.9M reactions from USPTO patents (1976-2016). (1) Given the reactants [CH2:1]([NH:3][CH2:4][CH2:5][NH:6][C:7]([C:9]1[C:13]([CH3:14])=[C:12]([CH:15]=O)[NH:11][C:10]=1[CH3:17])=[O:8])[CH3:2].[F:18][C:19]1[CH:20]=[C:21]2[C:25](=[CH:26][CH:27]=1)[NH:24][C:23](=[O:28])[CH2:22]2.N1CCCC1, predict the reaction product. The product is: [CH2:1]([NH:3][CH2:4][CH2:5][NH:6][C:7]([C:9]1[C:13]([CH3:14])=[C:12](/[CH:15]=[C:22]2\[C:23](=[O:28])[NH:24][C:25]3[C:21]\2=[CH:20][C:19]([F:18])=[CH:27][CH:26]=3)[NH:11][C:10]=1[CH3:17])=[O:8])[CH3:2]. (2) The product is: [CH2:17]([N:6]1[CH2:5][CH:4]([CH3:20])[C:3](=[O:2])[NH:13][C:12]2[CH:11]=[N:10][C:9]([Cl:16])=[N:8][C:7]1=2)[CH:18]=[CH2:19]. Given the reactants C[O:2][C:3](=O)[CH:4]([CH3:20])[CH2:5][N:6]([CH2:17][CH:18]=[CH2:19])[C:7]1[C:12]([N+:13]([O-])=O)=[CH:11][N:10]=[C:9]([Cl:16])[N:8]=1, predict the reaction product. (3) Given the reactants S(=O)(=O)(O)O.[NH2:6][C:7]1[N:15]=[C:14]([Cl:16])[CH:13]=[CH:12][C:8]=1[C:9]([OH:11])=[O:10].C(=O)([O-])O.[Na+].[CH2:22](O)[CH3:23], predict the reaction product. The product is: [CH2:22]([O:10][C:9](=[O:11])[C:8]1[CH:12]=[CH:13][C:14]([Cl:16])=[N:15][C:7]=1[NH2:6])[CH3:23].